This data is from Reaction yield outcomes from USPTO patents with 853,638 reactions. The task is: Predict the reaction yield, written as a fraction of the theoretical maximum amount of product (1.0 means a 100% yield; for example, 0.34 means a 34% yield). (1) The reactants are [F:1][C:2]1[CH:7]=[C:6]([F:8])[CH:5]=[CH:4][C:3]=1/[CH:9]=[CH:10]/[C:11]1[CH:16]=[CH:15][C:14]([S:17]([C:20]2[CH:25]=[CH:24][CH:23]=[C:22](Br)[CH:21]=2)(=[O:19])=[O:18])=[CH:13][N:12]=1.[CH3:27][N:28](C)C=O. The catalyst is [C-]#N.[Zn+2].[C-]#N.C1C=CC([P]([Pd]([P](C2C=CC=CC=2)(C2C=CC=CC=2)C2C=CC=CC=2)([P](C2C=CC=CC=2)(C2C=CC=CC=2)C2C=CC=CC=2)[P](C2C=CC=CC=2)(C2C=CC=CC=2)C2C=CC=CC=2)(C2C=CC=CC=2)C2C=CC=CC=2)=CC=1. The product is [F:1][C:2]1[CH:7]=[C:6]([F:8])[CH:5]=[CH:4][C:3]=1/[CH:9]=[CH:10]/[C:11]1[CH:16]=[CH:15][C:14]([S:17]([C:20]2[CH:25]=[CH:24][CH:23]=[C:22]([C:27]#[N:28])[CH:21]=2)(=[O:19])=[O:18])=[CH:13][N:12]=1. The yield is 0.190. (2) The reactants are [C:1]([O:8][CH3:9])(=[O:7])/[CH:2]=[CH:3]/[C:4]([OH:6])=[O:5].Cl[CH2:11][C:12]([NH:14][CH2:15][CH2:16]C(Cl)C(N)=O)=[O:13]. The product is [C:4]([O:6][CH2:11][C:12](=[O:13])[NH:14][CH2:16][CH2:15][NH:14][C:12](=[O:13])[CH2:11][O:5][C:4](=[O:6])/[CH:3]=[CH:2]/[C:1]([O:8][CH3:9])=[O:7])(=[O:5])/[CH:3]=[CH:2]/[C:1]([O:8][CH3:9])=[O:7]. The yield is 0.960. The catalyst is CN1C(=O)CCC1.